Dataset: Blood-brain barrier permeability classification from the B3DB database. Task: Regression/Classification. Given a drug SMILES string, predict its absorption, distribution, metabolism, or excretion properties. Task type varies by dataset: regression for continuous measurements (e.g., permeability, clearance, half-life) or binary classification for categorical outcomes (e.g., BBB penetration, CYP inhibition). Dataset: b3db_classification. The molecule is CCN(CC)CCN1C(=O)CN=C(c2ccccc2F)c2cc(Cl)ccc21. The result is 1 (penetrates BBB).